From a dataset of TCR-epitope binding with 47,182 pairs between 192 epitopes and 23,139 TCRs. Binary Classification. Given a T-cell receptor sequence (or CDR3 region) and an epitope sequence, predict whether binding occurs between them. The epitope is LPPAYTNSF. The TCR CDR3 sequence is CASSMGPTSGGPTDTQYF. Result: 0 (the TCR does not bind to the epitope).